From a dataset of Full USPTO retrosynthesis dataset with 1.9M reactions from patents (1976-2016). Predict the reactants needed to synthesize the given product. (1) Given the product [CH:24]1([CH2:27][O:1][C:2]2[CH:3]=[C:4]([CH:19]=[CH:20][CH:21]=2)[CH2:5][NH:6][C:7]([C:9]2[CH:10]=[C:11]3[C:16](=[CH:17][CH:18]=2)[N:15]=[CH:14][CH:13]=[CH:12]3)=[O:8])[CH2:26][CH2:25]1, predict the reactants needed to synthesize it. The reactants are: [OH:1][C:2]1[CH:3]=[C:4]([CH:19]=[CH:20][CH:21]=1)[CH2:5][NH:6][C:7]([C:9]1[CH:10]=[C:11]2[C:16](=[CH:17][CH:18]=1)[N:15]=[CH:14][CH:13]=[CH:12]2)=[O:8].[OH-].[Na+].[CH:24]1([CH2:27]Br)[CH2:26][CH2:25]1.[I-].[Na+]. (2) Given the product [Cl:1][C:2]1[CH:7]=[C:6]([Cl:8])[CH:5]=[CH:4][C:3]=1[C:9]1[N:14]=[C:13]([CH2:42][NH:43][CH2:38][CH2:37][NH:36][C:39]2[CH:40]=[CH:27][C:26]([N+:29]([O-:31])=[O:30])=[CH:25][CH:41]=2)[CH:12]=[N:11][C:10]=1[N+:16]([O-:18])=[O:17], predict the reactants needed to synthesize it. The reactants are: [Cl:1][C:2]1[CH:7]=[C:6]([Cl:8])[CH:5]=[CH:4][C:3]=1[C:9]1[C:10]([N+:16]([O-:18])=[O:17])=[N:11][CH:12]=[C:13](Br)[N:14]=1.NCCN(C)C1C=[CH:27][C:26]([N+:29]([O-:31])=[O:30])=[CH:25]N=1.C([N:36]([CH:39]([CH3:41])[CH3:40])[CH2:37][CH3:38])(C)C.[CH3:42][N:43](C=O)C. (3) Given the product [O:12]([C:9]1[CH:10]=[CH:11][C:6]([CH2:5][C:4]([Cl:30])=[N:1][OH:2])=[N:7][CH:8]=1)[C:13]1[CH:18]=[CH:17][CH:16]=[CH:15][CH:14]=1, predict the reactants needed to synthesize it. The reactants are: [N+:1]([CH2:4][CH2:5][C:6]1[CH:11]=[CH:10][C:9]([O:12][C:13]2[CH:18]=[CH:17][CH:16]=[CH:15][CH:14]=2)=[CH:8][N:7]=1)([O-])=[O:2].CO.C[O-].[Li+].C(=O)(O)[O-].[Na+].C(Cl)[Cl:30].